From a dataset of Full USPTO retrosynthesis dataset with 1.9M reactions from patents (1976-2016). Predict the reactants needed to synthesize the given product. (1) Given the product [Cl:1][C:2]1[CH:3]=[C:4]([C:8]#[C:9][C:10]2[N:11]=[C:12]([CH3:22])[N:13]([C:15]3[N:16]=[C:17]([OH:23])[CH:18]=[CH:19][CH:20]=3)[CH:14]=2)[CH:5]=[CH:6][CH:7]=1, predict the reactants needed to synthesize it. The reactants are: [Cl:1][C:2]1[CH:3]=[C:4]([C:8]#[C:9][C:10]2[N:11]=[C:12]([CH3:22])[N:13]([C:15]3[CH:20]=[CH:19][CH:18]=[C:17](F)[N:16]=3)[CH:14]=2)[CH:5]=[CH:6][CH:7]=1.[OH-:23].[K+]. (2) Given the product [CH3:10][C:5]1[CH:6]=[C:7]([CH3:9])[CH:8]=[C:3]([CH3:2])[C:4]=1[S:11]([C:12]1[N:16]=[CH:15][NH:14][N:13]=1)(=[O:18])=[O:1], predict the reactants needed to synthesize it. The reactants are: [OH2:1].[CH3:2][C:3]1[CH:8]=[C:7]([CH3:9])[CH:6]=[C:5]([CH3:10])[C:4]=1[S:11][C:12]1[N:16]=[CH:15][NH:14][N:13]=1.C[OH:18]. (3) Given the product [CH:1]1([S:6]([C:9]2[CH:10]=[C:11]([C:22]([OH:24])=[O:23])[CH:12]=[C:13]([C:15]3[CH:20]=[CH:19][C:18]([CH3:21])=[CH:17][CH:16]=3)[CH:14]=2)(=[O:7])=[O:8])[CH2:2][CH2:3][CH2:4][CH2:5]1, predict the reactants needed to synthesize it. The reactants are: [CH:1]1([S:6]([C:9]2[CH:10]=[C:11]([C:22]([O:24]C)=[O:23])[CH:12]=[C:13]([C:15]3[CH:20]=[CH:19][C:18]([CH3:21])=[CH:17][CH:16]=3)[CH:14]=2)(=[O:8])=[O:7])[CH2:5][CH2:4][CH2:3][CH2:2]1.[OH-].[Li+].Cl. (4) The reactants are: [F:1][CH2:2][CH2:3][N:4]1[CH2:10][C:9]2[CH:11]=[C:12]([N+:15]([O-])=O)[CH:13]=[CH:14][C:8]=2[O:7][CH2:6][CH2:5]1.[H][H]. Given the product [F:1][CH2:2][CH2:3][N:4]1[CH2:10][C:9]2[CH:11]=[C:12]([NH2:15])[CH:13]=[CH:14][C:8]=2[O:7][CH2:6][CH2:5]1, predict the reactants needed to synthesize it. (5) Given the product [CH2:38]([O:37][CH2:36][C@H:18]([NH:17][C:14](=[O:16])[CH2:13][N:10]1[CH2:9][CH2:8][N:7]([CH2:6][CH2:5][O:4][CH2:2][CH3:3])[CH2:12][CH2:11]1)[C:19]([NH:21][C:22]1[CH:27]=[CH:26][C:25]([O:28][C:29]2[CH:34]=[CH:33][C:32]([F:35])=[CH:31][CH:30]=2)=[CH:24][CH:23]=1)=[O:20])[C:39]1[CH:44]=[CH:43][CH:42]=[CH:41][CH:40]=1, predict the reactants needed to synthesize it. The reactants are: Cl.[CH2:2]([O:4][CH2:5][CH2:6][N:7]1[CH2:12][CH2:11][N:10]([CH2:13][C:14]([OH:16])=O)[CH2:9][CH2:8]1)[CH3:3].[NH2:17][C@@H:18]([CH2:36][O:37][CH2:38][C:39]1[CH:44]=[CH:43][CH:42]=[CH:41][CH:40]=1)[C:19]([NH:21][C:22]1[CH:27]=[CH:26][C:25]([O:28][C:29]2[CH:34]=[CH:33][C:32]([F:35])=[CH:31][CH:30]=2)=[CH:24][CH:23]=1)=[O:20]. (6) The reactants are: [C:1]([O:5][C:6](=[O:37])[N:7]([CH2:12][C:13]1[N:17]([CH3:18])[C:16]([C:19]2[S:27][C:26]3[C:21](=[N:22][CH:23]=[CH:24][C:25]=3[O:28][C:29]3[CH:34]=[CH:33][C:32]([NH2:35])=[CH:31][C:30]=3[F:36])[CH:20]=2)=[N:15][CH:14]=1)[CH2:8][CH2:9][O:10][CH3:11])([CH3:4])([CH3:3])[CH3:2].[F:38][C:39]1[CH:44]=[C:43]([F:45])[CH:42]=[CH:41][C:40]=1[N:46]=[C:47]=[O:48]. Given the product [C:1]([O:5][C:6](=[O:37])[N:7]([CH2:12][C:13]1[N:17]([CH3:18])[C:16]([C:19]2[S:27][C:26]3[C:21](=[N:22][CH:23]=[CH:24][C:25]=3[O:28][C:29]3[CH:34]=[CH:33][C:32]([NH:35][C:47]([NH:46][C:40]4[CH:41]=[CH:42][C:43]([F:45])=[CH:44][C:39]=4[F:38])=[O:48])=[CH:31][C:30]=3[F:36])[CH:20]=2)=[N:15][CH:14]=1)[CH2:8][CH2:9][O:10][CH3:11])([CH3:4])([CH3:2])[CH3:3], predict the reactants needed to synthesize it. (7) The reactants are: C[O:2][C:3](=[O:35])[CH2:4][N:5]([C:19](=[O:34])[C:20]1[CH:25]=[C:24]([C:26]([F:29])([F:28])[F:27])[CH:23]=[C:22]([C:30]([F:33])([F:32])[F:31])[CH:21]=1)[C:6]1[CH:7]=[N:8][CH:9]=[CH:10][C:11]=1[C:12]1[CH:17]=[CH:16][CH:15]=[CH:14][C:13]=1[Cl:18].O.O.[OH-].[Li+].Cl. Given the product [F:33][C:30]([F:31])([F:32])[C:22]1[CH:21]=[C:20]([CH:25]=[C:24]([C:26]([F:27])([F:28])[F:29])[CH:23]=1)[C:19]([N:5]([CH2:4][C:3]([OH:35])=[O:2])[C:6]1[CH:7]=[N:8][CH:9]=[CH:10][C:11]=1[C:12]1[CH:17]=[CH:16][CH:15]=[CH:14][C:13]=1[Cl:18])=[O:34], predict the reactants needed to synthesize it. (8) Given the product [C:12]([O:11][C:9](=[O:10])[N:5]([CH2:6][CH2:7][Cl:8])[CH2:4][CH2:3][Cl:2])([CH3:15])([CH3:14])[CH3:13], predict the reactants needed to synthesize it. The reactants are: Cl.[Cl:2][CH2:3][CH2:4][NH:5][CH2:6][CH2:7][Cl:8].[C:9](O[C:9]([O:11][C:12]([CH3:15])([CH3:14])[CH3:13])=[O:10])([O:11][C:12]([CH3:15])([CH3:14])[CH3:13])=[O:10]. (9) Given the product [C:26]([O:30][C:31](=[O:43])[CH:32]=[CH:33][C:34]1[CH:39]=[CH:38][C:37]([O:15][CH2:14][CH2:13][C:3]2[N:4]=[C:5]([C:7]3[CH:8]=[CH:9][CH:10]=[CH:11][CH:12]=3)[O:6][C:2]=2[CH3:1])=[CH:36][C:35]=1[CH:41]=[O:42])([CH3:29])([CH3:27])[CH3:28], predict the reactants needed to synthesize it. The reactants are: [CH3:1][C:2]1[O:6][C:5]([C:7]2[CH:12]=[CH:11][CH:10]=[CH:9][CH:8]=2)=[N:4][C:3]=1[CH2:13][CH2:14][O:15]S(C1C=CC(C)=CC=1)(=O)=O.[C:26]([O:30][C:31](=[O:43])[CH:32]=[CH:33][C:34]1[CH:39]=[CH:38][C:37](O)=[CH:36][C:35]=1[CH:41]=[O:42])([CH3:29])([CH3:28])[CH3:27].C(=O)([O-])[O-].[Cs+].[Cs+].